Task: Regression. Given two drug SMILES strings and cell line genomic features, predict the synergy score measuring deviation from expected non-interaction effect.. Dataset: NCI-60 drug combinations with 297,098 pairs across 59 cell lines (1) Drug 2: C1=CN(C(=O)N=C1N)C2C(C(C(O2)CO)O)O.Cl. Drug 1: COC1=C(C=C2C(=C1)N=CN=C2NC3=CC(=C(C=C3)F)Cl)OCCCN4CCOCC4. Synergy scores: CSS=27.5, Synergy_ZIP=-5.47, Synergy_Bliss=2.00, Synergy_Loewe=-5.93, Synergy_HSA=5.08. Cell line: SK-MEL-28. (2) Drug 1: C1CC(=O)NC(=O)C1N2CC3=C(C2=O)C=CC=C3N. Drug 2: C1=CN(C=N1)CC(O)(P(=O)(O)O)P(=O)(O)O. Cell line: SK-MEL-28. Synergy scores: CSS=2.33, Synergy_ZIP=-0.638, Synergy_Bliss=-0.601, Synergy_Loewe=-1.83, Synergy_HSA=0.362. (3) Drug 1: CN1CCC(CC1)COC2=C(C=C3C(=C2)N=CN=C3NC4=C(C=C(C=C4)Br)F)OC. Drug 2: CC1C(C(CC(O1)OC2CC(CC3=C2C(=C4C(=C3O)C(=O)C5=C(C4=O)C(=CC=C5)OC)O)(C(=O)C)O)N)O.Cl. Cell line: HL-60(TB). Synergy scores: CSS=43.0, Synergy_ZIP=10.3, Synergy_Bliss=10.2, Synergy_Loewe=-42.6, Synergy_HSA=5.07. (4) Drug 1: CC1CCC2CC(C(=CC=CC=CC(CC(C(=O)C(C(C(=CC(C(=O)CC(OC(=O)C3CCCCN3C(=O)C(=O)C1(O2)O)C(C)CC4CCC(C(C4)OC)O)C)C)O)OC)C)C)C)OC. Drug 2: CC1C(C(CC(O1)OC2CC(CC3=C2C(=C4C(=C3O)C(=O)C5=C(C4=O)C(=CC=C5)OC)O)(C(=O)CO)O)N)O.Cl. Cell line: MCF7. Synergy scores: CSS=36.5, Synergy_ZIP=4.11, Synergy_Bliss=7.34, Synergy_Loewe=7.37, Synergy_HSA=8.43. (5) Drug 1: CC(C)CN1C=NC2=C1C3=CC=CC=C3N=C2N. Drug 2: N.N.Cl[Pt+2]Cl. Cell line: SF-539. Synergy scores: CSS=45.9, Synergy_ZIP=-0.950, Synergy_Bliss=-0.355, Synergy_Loewe=-76.0, Synergy_HSA=-3.28. (6) Drug 1: CCCS(=O)(=O)NC1=C(C(=C(C=C1)F)C(=O)C2=CNC3=C2C=C(C=N3)C4=CC=C(C=C4)Cl)F. Drug 2: CC1=C2C(C(=O)C3(C(CC4C(C3C(C(C2(C)C)(CC1OC(=O)C(C(C5=CC=CC=C5)NC(=O)C6=CC=CC=C6)O)O)OC(=O)C7=CC=CC=C7)(CO4)OC(=O)C)O)C)OC(=O)C. Cell line: NCI-H522. Synergy scores: CSS=53.9, Synergy_ZIP=-2.27, Synergy_Bliss=-0.732, Synergy_Loewe=-35.1, Synergy_HSA=-0.800.